This data is from Full USPTO retrosynthesis dataset with 1.9M reactions from patents (1976-2016). The task is: Predict the reactants needed to synthesize the given product. (1) Given the product [CH2:1]([O:8][C@H:9]1[C@H:14]([O:15][CH2:16][C:17]2[CH:22]=[CH:21][CH:20]=[CH:19][CH:18]=2)[C@@H:13]([O:23][CH2:24][C:25]2[CH:30]=[CH:29][CH:28]=[CH:27][CH:26]=2)[C@@:12]([C:33]2[CH:38]=[CH:37][C:36]([Cl:39])=[C:35]([CH2:40][C:41]3[CH:42]=[CH:43][C:44]([O:47][CH2:48][CH:49]([F:51])[F:50])=[CH:45][CH:46]=3)[CH:34]=2)([O:31][CH3:32])[O:11][C:10]1([CH2:54][OH:55])[CH2:52][OH:53])[C:2]1[CH:3]=[CH:4][CH:5]=[CH:6][CH:7]=1, predict the reactants needed to synthesize it. The reactants are: [CH2:1]([O:8][C@H:9]1[C@H:14]([O:15][CH2:16][C:17]2[CH:22]=[CH:21][CH:20]=[CH:19][CH:18]=2)[C@@H:13]([O:23][CH2:24][C:25]2[CH:30]=[CH:29][CH:28]=[CH:27][CH:26]=2)[C@@:12]([C:33]2[CH:38]=[CH:37][C:36]([Cl:39])=[C:35]([CH2:40][C:41]3[CH:46]=[CH:45][C:44]([O:47][CH2:48][CH:49]([F:51])[F:50])=[CH:43][CH:42]=3)[CH:34]=2)([O:31][CH3:32])[O:11][C@:10]1([CH2:54][OH:55])[CH:52]=[O:53])[C:2]1[CH:7]=[CH:6][CH:5]=[CH:4][CH:3]=1.[BH4-].[Na+]. (2) Given the product [CH3:30][C:29]1[N:25]([C:22]2[CH:21]=[CH:20][C:19]([NH:18]/[CH:32]=[C:3]3\[C:4](=[O:16])[NH:5][C:6]4[C:14]\3=[C:13]3[S:12][CH:11]=[N:10][C:9]3=[CH:8][CH:7]=4)=[CH:24][CH:23]=2)[NH:26][C:27](=[O:31])[CH:28]=1, predict the reactants needed to synthesize it. The reactants are: CN(C)[CH:3]1[C:14]2[C:6](=[CH:7][CH:8]=[C:9]3[C:13]=2[S:12](=C)[CH:11]=[N:10]3)[NH:5][C:4]1=[O:16].[NH2:18][C:19]1[CH:24]=[CH:23][C:22]([N:25]2[C:29]([CH3:30])=[CH:28][C:27](=[O:31])[NH:26]2)=[CH:21][CH:20]=1.[CH2:32](O)C. (3) Given the product [Cl:36][C:37]1[N:42]=[C:41]([C:43]2[S:63][C:61]([CH:60]([CH3:64])[CH3:59])=[N:62][C:44]=2[C:46]2[CH:47]=[C:48]([NH:52][C:53](=[O:58])[O:54][CH2:55][CH:56]=[CH2:57])[CH:49]=[CH:50][CH:51]=2)[CH:40]=[CH:39][N:38]=1, predict the reactants needed to synthesize it. The reactants are: ClC1N=C(C2SC(N3CCCC3)=NC=2C2C=C(NS(C3C(F)=CC=CC=3F)(=O)=O)C=CC=2)C=CN=1.[Cl:36][C:37]1[N:42]=[C:41]([CH2:43][C:44]([C:46]2[CH:47]=[C:48]([NH:52][C:53](=[O:58])[O:54][CH2:55][CH:56]=[CH2:57])[CH:49]=[CH:50][CH:51]=2)=O)[CH:40]=[CH:39][N:38]=1.[CH3:59][CH:60]([CH3:64])[C:61](=[S:63])[NH2:62].